Dataset: NCI-60 drug combinations with 297,098 pairs across 59 cell lines. Task: Regression. Given two drug SMILES strings and cell line genomic features, predict the synergy score measuring deviation from expected non-interaction effect. (1) Drug 1: CCC(=C(C1=CC=CC=C1)C2=CC=C(C=C2)OCCN(C)C)C3=CC=CC=C3.C(C(=O)O)C(CC(=O)O)(C(=O)O)O. Drug 2: CC1C(C(CC(O1)OC2CC(CC3=C2C(=C4C(=C3O)C(=O)C5=C(C4=O)C(=CC=C5)OC)O)(C(=O)CO)O)N)O.Cl. Cell line: KM12. Synergy scores: CSS=33.4, Synergy_ZIP=-1.35, Synergy_Bliss=-2.15, Synergy_Loewe=-14.6, Synergy_HSA=-0.924. (2) Cell line: A549. Drug 1: C1CC(=O)NC(=O)C1N2CC3=C(C2=O)C=CC=C3N. Synergy scores: CSS=7.98, Synergy_ZIP=-2.20, Synergy_Bliss=2.11, Synergy_Loewe=0.434, Synergy_HSA=0.435. Drug 2: CCC1(CC2CC(C3=C(CCN(C2)C1)C4=CC=CC=C4N3)(C5=C(C=C6C(=C5)C78CCN9C7C(C=CC9)(C(C(C8N6C=O)(C(=O)OC)O)OC(=O)C)CC)OC)C(=O)OC)O.OS(=O)(=O)O. (3) Drug 1: CNC(=O)C1=NC=CC(=C1)OC2=CC=C(C=C2)NC(=O)NC3=CC(=C(C=C3)Cl)C(F)(F)F. Drug 2: C1CNP(=O)(OC1)N(CCCl)CCCl. Cell line: SF-539. Synergy scores: CSS=11.8, Synergy_ZIP=1.90, Synergy_Bliss=3.72, Synergy_Loewe=1.53, Synergy_HSA=3.60. (4) Drug 1: C1=CC(=CC=C1CCCC(=O)O)N(CCCl)CCCl. Drug 2: CCN(CC)CCCC(C)NC1=C2C=C(C=CC2=NC3=C1C=CC(=C3)Cl)OC. Cell line: DU-145. Synergy scores: CSS=42.6, Synergy_ZIP=-10.3, Synergy_Bliss=-7.33, Synergy_Loewe=-6.01, Synergy_HSA=-5.61. (5) Drug 1: CN1CCC(CC1)COC2=C(C=C3C(=C2)N=CN=C3NC4=C(C=C(C=C4)Br)F)OC. Drug 2: CCN(CC)CCNC(=O)C1=C(NC(=C1C)C=C2C3=C(C=CC(=C3)F)NC2=O)C. Cell line: SR. Synergy scores: CSS=-5.47, Synergy_ZIP=2.61, Synergy_Bliss=-3.51, Synergy_Loewe=-6.30, Synergy_HSA=-7.63. (6) Drug 1: CC1OCC2C(O1)C(C(C(O2)OC3C4COC(=O)C4C(C5=CC6=C(C=C35)OCO6)C7=CC(=C(C(=C7)OC)O)OC)O)O. Drug 2: C#CCC(CC1=CN=C2C(=N1)C(=NC(=N2)N)N)C3=CC=C(C=C3)C(=O)NC(CCC(=O)O)C(=O)O. Cell line: A549. Synergy scores: CSS=37.9, Synergy_ZIP=0.747, Synergy_Bliss=1.15, Synergy_Loewe=1.22, Synergy_HSA=1.23. (7) Drug 2: C1CN(P(=O)(OC1)NCCCl)CCCl. Drug 1: C1=CC(=CC=C1CCCC(=O)O)N(CCCl)CCCl. Synergy scores: CSS=12.8, Synergy_ZIP=-9.16, Synergy_Bliss=-8.00, Synergy_Loewe=-18.8, Synergy_HSA=-8.14. Cell line: MCF7.